Dataset: Catalyst prediction with 721,799 reactions and 888 catalyst types from USPTO. Task: Predict which catalyst facilitates the given reaction. Reactant: [NH:1]1[CH2:6][CH2:5][O:4][C:3]2[N:7]=[CH:8][C:9]([C:11]3[CH:18]=[CH:17][C:14]([C:15]#[N:16])=[CH:13][CH:12]=3)=[CH:10][C:2]1=2.[Br:19][C:20]1[CH:21]=[C:22]([CH:26]=[C:27]([Br:31])[C:28]=1[O:29][CH3:30])[C:23](Cl)=[O:24].C(N(CC)CC)C. Product: [Br:19][C:20]1[CH:21]=[C:22]([CH:26]=[C:27]([Br:31])[C:28]=1[O:29][CH3:30])[C:23]([N:1]1[CH2:6][CH2:5][O:4][C:3]2[N:7]=[CH:8][C:9]([C:11]3[CH:18]=[CH:17][C:14]([C:15]#[N:16])=[CH:13][CH:12]=3)=[CH:10][C:2]1=2)=[O:24]. The catalyst class is: 4.